From a dataset of NCI-60 drug combinations with 297,098 pairs across 59 cell lines. Regression. Given two drug SMILES strings and cell line genomic features, predict the synergy score measuring deviation from expected non-interaction effect. (1) Drug 1: CCN(CC)CCNC(=O)C1=C(NC(=C1C)C=C2C3=C(C=CC(=C3)F)NC2=O)C. Drug 2: CC(C)CN1C=NC2=C1C3=CC=CC=C3N=C2N. Cell line: HCT-15. Synergy scores: CSS=5.68, Synergy_ZIP=-1.05, Synergy_Bliss=-4.76, Synergy_Loewe=-3.14, Synergy_HSA=-4.56. (2) Drug 1: CC1=CC2C(CCC3(C2CCC3(C(=O)C)OC(=O)C)C)C4(C1=CC(=O)CC4)C. Drug 2: CCCCCOC(=O)NC1=NC(=O)N(C=C1F)C2C(C(C(O2)C)O)O. Cell line: MOLT-4. Synergy scores: CSS=16.3, Synergy_ZIP=2.73, Synergy_Bliss=7.88, Synergy_Loewe=8.62, Synergy_HSA=8.93.